Dataset: Reaction yield outcomes from USPTO patents with 853,638 reactions. Task: Predict the reaction yield, written as a fraction of the theoretical maximum amount of product (1.0 means a 100% yield; for example, 0.34 means a 34% yield). (1) The catalyst is CN(C=O)C. The yield is 0.800. The reactants are [NH:1](C(OCC1C2C(=CC=CC=2)C2C1=CC=CC=2)=O)[C@H:2]([C:20]([NH:22][CH2:23][C:24]1[CH:29]=[CH:28][CH:27]=[CH:26][CH:25]=1)=[O:21])[CH2:3][C:4]1[C:12]2[C:7](=[CH:8][CH:9]=[CH:10][CH:11]=2)[N:6]([C:13]([O:15][C:16]([CH3:19])([CH3:18])[CH3:17])=[O:14])[CH:5]=1.N1CCCCC1. The product is [NH2:1][C@H:2]([C:20]([NH:22][CH2:23][C:24]1[CH:29]=[CH:28][CH:27]=[CH:26][CH:25]=1)=[O:21])[CH2:3][C:4]1[C:12]2[C:7](=[CH:8][CH:9]=[CH:10][CH:11]=2)[N:6]([C:13]([O:15][C:16]([CH3:19])([CH3:17])[CH3:18])=[O:14])[CH:5]=1. (2) The reactants are Cl[CH2:2][C:3]([NH:5][C:6]1[CH:11]=[CH:10][CH:9]=[C:8]([C:12]2[CH:21]=[N:20][C:19]3[C:14](=[CH:15][CH:16]=[CH:17][CH:18]=3)[N:13]=2)[CH:7]=1)=[O:4].[CH3:22][N:23]1[CH2:28][CH2:27][NH:26][CH2:25][CH2:24]1. The catalyst is C(O)C. The product is [CH3:22][N:23]1[CH2:28][CH2:27][N:26]([CH2:2][C:3]([NH:5][C:6]2[CH:11]=[CH:10][CH:9]=[C:8]([C:12]3[CH:21]=[N:20][C:19]4[C:14](=[CH:15][CH:16]=[CH:17][CH:18]=4)[N:13]=3)[CH:7]=2)=[O:4])[CH2:25][CH2:24]1. The yield is 0.340. (3) The reactants are [NH:1]([C:3]1[CH:11]=[CH:10][C:6]([C:7]([OH:9])=[O:8])=[CH:5][CH:4]=1)N.[CH:12]([C:15]([CH3:17])=O)([CH3:14])[CH3:13]. The catalyst is C(O)(=O)C. The product is [CH3:17][C:15]1[C:12]([CH3:14])([CH3:13])[C:11]2[C:3](=[CH:4][CH:5]=[C:6]([C:7]([OH:9])=[O:8])[CH:10]=2)[N:1]=1. The yield is 0.800. (4) The product is [C:15]([NH:1][C:2]1[CH:6]=[C:5]([C:7]([CH3:10])([CH3:8])[CH3:9])[S:4][C:3]=1[C:11]([O:13][CH3:14])=[O:12])([O:17][C:18]([CH3:21])([CH3:20])[CH3:19])=[O:16]. The yield is 0.820. The reactants are [NH2:1][C:2]1[CH:6]=[C:5]([C:7]([CH3:10])([CH3:9])[CH3:8])[S:4][C:3]=1[C:11]([O:13][CH3:14])=[O:12].[C:15](O[C:15]([O:17][C:18]([CH3:21])([CH3:20])[CH3:19])=[O:16])([O:17][C:18]([CH3:21])([CH3:20])[CH3:19])=[O:16]. The catalyst is CN(C1C=CN=CC=1)C.N1C=CC=CC=1. (5) The reactants are [F:1][C:2]1[C:3]([F:12])=[CH:4][C:5]2[S:9][C:8]([NH2:10])=[N:7][C:6]=2[CH:11]=1.[C:13]1([CH3:22])[CH:18]=[CH:17][C:16]([C:19](Cl)=[O:20])=[CH:15][CH:14]=1.Br[CH:24]([CH3:30])[C:25]([O:27]CC)=[O:26].COC1C=CC2N=C(N)SC=2C=1.ClC1C=C(C=CC=1)C(Cl)=O.BrCC(OCC)=O. No catalyst specified. The product is [F:1][C:2]1[C:3]([F:12])=[CH:4][C:5]2[S:9][C:8](=[N:10][C:19](=[O:20])[C:16]3[CH:17]=[CH:18][C:13]([CH3:22])=[CH:14][CH:15]=3)[N:7]([CH:24]([CH3:30])[C:25]([OH:27])=[O:26])[C:6]=2[CH:11]=1. The yield is 0.0900. (6) The reactants are ClCCl.[CH3:4][C:5]1([CH3:38])[C:17]2[NH:16][C:15]3[C:10](=[CH:11][CH:12]=[C:13]([C:18]#[N:19])[CH:14]=3)[C:9]=2[C:8](=[O:20])[C:7]2[CH:21]=[CH:22][C:23]([O:25][CH:26]3[CH2:31][O:30]C(C4C=CC=CC=4)[O:28][CH2:27]3)=[CH:24][C:6]1=2. The catalyst is O. The product is [OH:30][CH2:31][CH:26]([CH2:27][OH:28])[O:25][C:23]1[CH:22]=[CH:21][C:7]2[C:8](=[O:20])[C:9]3[C:10]4[C:15](=[CH:14][C:13]([C:18]#[N:19])=[CH:12][CH:11]=4)[NH:16][C:17]=3[C:5]([CH3:4])([CH3:38])[C:6]=2[CH:24]=1. The yield is 0.460. (7) The product is [CH3:1][C:2]1[CH:9]=[C:8]([CH2:10][CH2:11][CH2:12][CH2:13][CH2:14][CH2:15][CH2:16][CH2:17][CH3:18])[CH:7]=[C:4]([CH:5]=[N:25][OH:26])[C:3]=1[OH:19]. The yield is 0.986. The catalyst is CO. The reactants are [CH3:1][C:2]1[CH:9]=[C:8]([CH2:10][CH2:11][CH2:12][CH2:13][CH2:14][CH2:15][CH2:16][CH2:17][CH3:18])[CH:7]=[C:4]([CH:5]=O)[C:3]=1[OH:19].S(O)(O)(=O)=O.[NH2:25][OH:26].C([O-])(=O)C.[Na+]. (8) The reactants are COB1C2CC[CH2:11][CH:4]1[CH2:5]CC2.C([Mg]Br)(C)=C.P([O-])([O-])([O-])=O.[K+].[K+].[K+].Br[C:26]1[CH:31]=[CH:30][C:29]([C:32]2[C:45]([C:46]3[CH:51]=[CH:50][N:49]=[C:48]([NH:52][CH2:53][CH2:54][CH2:55][CH3:56])[N:47]=3)=[C:35]3[CH:36]=[CH:37][CH:38]=[C:39]([NH:40][CH2:41][CH2:42][CH2:43][CH3:44])[N:34]3[N:33]=2)=[CH:28][CH:27]=1.[OH-].[Na+].OO. The catalyst is O1CCCC1.O.CCOCC.CN(C)C=O. The product is [CH2:41]([NH:40][C:39]1[N:34]2[N:33]=[C:32]([C:29]3[CH:30]=[CH:31][C:26]([C:4]([CH3:11])=[CH2:5])=[CH:27][CH:28]=3)[C:45]([C:46]3[CH:51]=[CH:50][N:49]=[C:48]([NH:52][CH2:53][CH2:54][CH2:55][CH3:56])[N:47]=3)=[C:35]2[CH:36]=[CH:37][CH:38]=1)[CH2:42][CH2:43][CH3:44]. The yield is 0.270. (9) The reactants are [N:1](=[CH:19]/[C:20]1[C:25]([OH:26])=[CH:24][C:23]([O:27][CH2:28][CH2:29][CH2:30][CH2:31][CH2:32][CH2:33]Br)=[CH:22][CH:21]=1)\[N:2]=[CH:3]\[C:4]1[C:9]([OH:10])=[CH:8][C:7]([O:11][CH2:12][CH2:13][CH2:14][CH2:15][CH2:16][CH2:17][Br:18])=[CH:6][CH:5]=1.[C:35]1([P:41]([C:48]2[CH:53]=[CH:52][CH:51]=[CH:50][CH:49]=2)[C:42]2[CH:47]=[CH:46][CH:45]=[CH:44][CH:43]=2)[CH:40]=[CH:39][CH:38]=[CH:37][CH:36]=1. The catalyst is C(#N)C. The product is [Br-:18].[N:1](=[CH:19]/[C:20]1[CH:21]=[CH:22][C:23]([O:27][CH2:28][CH2:29][CH2:30][CH2:31][CH2:32][CH2:33][P+:41]([C:42]2[CH:43]=[CH:44][CH:45]=[CH:46][CH:47]=2)([C:48]2[CH:53]=[CH:52][CH:51]=[CH:50][CH:49]=2)[C:35]2[CH:36]=[CH:37][CH:38]=[CH:39][CH:40]=2)=[CH:24][C:25]=1[OH:26])\[N:2]=[CH:3]\[C:4]1[CH:5]=[CH:6][C:7]([O:11][CH2:12][CH2:13][CH2:14][CH2:15][CH2:16][CH2:17][P+:41]([C:35]2[CH:36]=[CH:37][CH:38]=[CH:39][CH:40]=2)([C:42]2[CH:47]=[CH:46][CH:45]=[CH:44][CH:43]=2)[C:48]2[CH:49]=[CH:50][CH:51]=[CH:52][CH:53]=2)=[CH:8][C:9]=1[OH:10].[Br-:18]. The yield is 0.910. (10) The reactants are [CH3:1][C:2]1([CH3:14])[O:6][C:5](=[O:7])[NH:4][C@H:3]1[C:8]1[CH:13]=[CH:12][CH:11]=[CH:10][CH:9]=1.Br[C:16]1[CH:17]=[C:18]2[C:23](=[CH:24][CH:25]=1)[C:22](=[O:26])[NH:21][CH2:20][CH2:19]2. No catalyst specified. The product is [CH3:1][C:2]1([CH3:14])[O:6][C:5](=[O:7])[N:4]([C:16]2[CH:17]=[C:18]3[C:23](=[CH:24][CH:25]=2)[C:22](=[O:26])[NH:21][CH2:20][CH2:19]3)[C@H:3]1[C:8]1[CH:9]=[CH:10][CH:11]=[CH:12][CH:13]=1. The yield is 0.536.